From a dataset of Catalyst prediction with 721,799 reactions and 888 catalyst types from USPTO. Predict which catalyst facilitates the given reaction. (1) Reactant: [CH2:1]([N:8]1[CH2:13][CH2:12][CH:11]([NH:14][C:15]2[C:20]([CH:21]=[O:22])=[CH:19][N:18]=[C:17]3[NH:23][CH:24]=[CH:25][C:16]=23)[CH2:10][CH2:9]1)[C:2]1[CH:7]=[CH:6][CH:5]=[CH:4][CH:3]=1.[H-].[Na+].Cl[CH2:29][O:30][CH2:31][CH2:32][Si:33]([CH3:36])([CH3:35])[CH3:34].O. Product: [CH2:1]([N:8]1[CH2:13][CH2:12][CH:11]([NH:14][C:15]2[C:20]([CH:21]=[O:22])=[CH:19][N:18]=[C:17]3[N:23]([CH2:29][O:30][CH2:31][CH2:32][Si:33]([CH3:36])([CH3:35])[CH3:34])[CH:24]=[CH:25][C:16]=23)[CH2:10][CH2:9]1)[C:2]1[CH:3]=[CH:4][CH:5]=[CH:6][CH:7]=1. The catalyst class is: 9. (2) Reactant: [F:1][C:2]1[CH:10]=[CH:9][C:5]([C:6]([OH:8])=[O:7])=[C:4]([NH2:11])[CH:3]=1.[CH3:12][Si](C=[N+]=[N-])(C)C. Product: [CH3:12][O:7][C:6](=[O:8])[C:5]1[CH:9]=[CH:10][C:2]([F:1])=[CH:3][C:4]=1[NH2:11]. The catalyst class is: 83. (3) Reactant: [CH3:1][O:2][C:3]1[CH:4]=[CH:5][C:6]([C@H:9]2[CH2:11][C@@H:10]2[CH2:12][O:13][C:14]2[C:19]([C:20](O)=[O:21])=[CH:18][N:17]=[C:16]([CH3:23])[N:15]=2)=[N:7][CH:8]=1.C[N:25](C(ON1N=NC2C=CC=NC1=2)=[N+](C)C)C.F[P-](F)(F)(F)(F)F.[NH4+].[Cl-].CN(C=O)C. Product: [CH3:1][O:2][C:3]1[CH:4]=[CH:5][C:6]([C@H:9]2[CH2:11][C@@H:10]2[CH2:12][O:13][C:14]2[C:19]([C:20]([NH2:25])=[O:21])=[CH:18][N:17]=[C:16]([CH3:23])[N:15]=2)=[N:7][CH:8]=1. The catalyst class is: 25. (4) Product: [Cl:25][C:26]1[CH:33]=[CH:32][C:29]([CH2:30][NH:1][C:2]2[CH:7]=[CH:6][C:5]([C:8]3[C:9]([NH2:24])=[N:10][C:11]([NH2:23])=[N:12][C:13]=3[CH2:14][CH2:15][CH2:16][C:17]3[CH:18]=[CH:19][CH:20]=[CH:21][CH:22]=3)=[CH:4][CH:3]=2)=[CH:28][CH:27]=1. The catalyst class is: 5. Reactant: [NH2:1][C:2]1[CH:7]=[CH:6][C:5]([C:8]2[C:9]([NH2:24])=[N:10][C:11]([NH2:23])=[N:12][C:13]=2[CH2:14][CH2:15][CH2:16][C:17]2[CH:22]=[CH:21][CH:20]=[CH:19][CH:18]=2)=[CH:4][CH:3]=1.[Cl:25][C:26]1[CH:33]=[CH:32][C:29]([CH:30]=O)=[CH:28][CH:27]=1.C(O)(=O)C. (5) Reactant: CS([Cl:5])(=O)=O.O[CH2:7][CH2:8][CH2:9][C:10]1[N:11]=[N+:12]([O-:20])[C:13]2[CH:19]=[CH:18][CH:17]=[CH:16][C:14]=2[N:15]=1.C[CH2:22][N:23](CC)[CH2:24]C.CNC. Product: [ClH:5].[CH3:22][N:23]([CH3:24])[CH2:7][CH2:8][CH2:9][C:10]1[N:11]=[N+:12]([O-:20])[C:13]2[CH:19]=[CH:18][CH:17]=[CH:16][C:14]=2[N:15]=1. The catalyst class is: 2.